Task: Predict the reaction yield, written as a fraction of the theoretical maximum amount of product (1.0 means a 100% yield; for example, 0.34 means a 34% yield).. Dataset: Reaction yield outcomes from USPTO patents with 853,638 reactions (1) The reactants are [F:1][C:2]1[CH:7]=[CH:6][C:5](/[CH:8]=[CH:9]/[N+:10]([O-])=O)=[CH:4][C:3]=1[F:13].[Li+].[BH4-].Cl[Si](C)(C)C. The catalyst is C1COCC1. The product is [F:13][C:3]1[CH:4]=[C:5]([CH2:8][CH2:9][NH2:10])[CH:6]=[CH:7][C:2]=1[F:1]. The yield is 1.00. (2) The reactants are CCN(C(C)C)C(C)C.[C:10]1([N:16]2[CH:20]=[C:19]([C:21]([OH:23])=O)[N:18]=[CH:17]2)[CH:15]=[CH:14][CH:13]=[CH:12][CH:11]=1.C1C=CC2N(O)N=NC=2C=1.CCN=C=NCCCN(C)C.Cl.[NH2:46][CH2:47][C:48]([N:50]1[CH2:55][CH2:54][CH:53]([O:56][C:57]2[CH:62]=[CH:61][CH:60]=[C:59]([C:63]([F:66])([F:65])[F:64])[CH:58]=2)[CH2:52][CH2:51]1)=[O:49]. The catalyst is CN(C=O)C.O. The product is [O:49]=[C:48]([N:50]1[CH2:51][CH2:52][CH:53]([O:56][C:57]2[CH:62]=[CH:61][CH:60]=[C:59]([C:63]([F:66])([F:64])[F:65])[CH:58]=2)[CH2:54][CH2:55]1)[CH2:47][NH:46][C:21]([C:19]1[N:18]=[CH:17][N:16]([C:10]2[CH:11]=[CH:12][CH:13]=[CH:14][CH:15]=2)[CH:20]=1)=[O:23]. The yield is 0.860. (3) The reactants are [F:1][C:2]1[C:3]2[CH2:33][NH:32][C:31](=[O:34])[C:4]=2[C:5]([NH:23][C:24]2[CH:25]=[C:26]([CH3:30])[CH:27]=[CH:28][CH:29]=2)=[N:6][C:7]=1[NH:8][C@@H:9]1[CH2:14][CH2:13][CH2:12][CH2:11][C@@H:10]1[NH:15]C(=O)OC(C)(C)C.C(O)(C(F)(F)F)=O. The catalyst is C(Cl)Cl. The product is [NH2:15][C@H:10]1[CH2:11][CH2:12][CH2:13][CH2:14][C@H:9]1[NH:8][C:7]1[N:6]=[C:5]([NH:23][C:24]2[CH:25]=[C:26]([CH3:30])[CH:27]=[CH:28][CH:29]=2)[C:4]2[C:31](=[O:34])[NH:32][CH2:33][C:3]=2[C:2]=1[F:1]. The yield is 0.635. (4) The reactants are C(NC(C)C)(C)C.C([Li])CCC.[F:13][C:14]([F:27])([F:26])[S:15][C:16]1[CH:21]=[CH:20][C:19]([CH2:22][C:23]([OH:25])=[O:24])=[CH:18][CH:17]=1.I[CH2:29][CH:30]1[CH2:34][CH2:33][CH2:32][CH2:31]1. The catalyst is O1CCCC1.CN1CCCN(C)C1=O. The product is [CH:30]1([CH2:29][CH:22]([C:19]2[CH:18]=[CH:17][C:16]([S:15][C:14]([F:26])([F:13])[F:27])=[CH:21][CH:20]=2)[C:23]([OH:25])=[O:24])[CH2:34][CH2:33][CH2:32][CH2:31]1. The yield is 0.580. (5) The reactants are I[C:2]1[CH:12]=[C:11]([C:13]([F:16])([F:15])[F:14])[CH:10]=[CH:9][C:3]=1[C:4]([O:6][CH2:7][CH3:8])=[O:5].[CH2:17]([C@@H:24]1[C@@H:33]([OH:34])[C:32]2[C:27](=[CH:28][C:29](B(O)O)=[CH:30][CH:31]=2)[O:26][CH2:25]1)[C:18]1[CH:23]=[CH:22][CH:21]=[CH:20][CH:19]=1.[F-].[K+].C(O)C. The catalyst is [Pd].C(OC(C)C)(C)C.C1(C)C=CC=CC=1.C(O)(=O)C. The product is [CH2:7]([O:6][C:4](=[O:5])[C:3]1[CH:9]=[CH:10][C:11]([C:13]([F:16])([F:15])[F:14])=[CH:12][C:2]=1[C:29]1[CH:28]=[C:27]2[C:32]([C@H:33]([OH:34])[C@@H:24]([CH2:17][C:18]3[CH:23]=[CH:22][CH:21]=[CH:20][CH:19]=3)[CH2:25][O:26]2)=[CH:31][CH:30]=1)[CH3:8]. The yield is 0.920. (6) The reactants are Cl.[F:2][C:3]1[CH:8]=[CH:7][C:6]([C@@H:9]2[O:14][CH2:13][CH2:12][NH:11][CH2:10]2)=[CH:5][CH:4]=1.C(N(CC)CC)C.Cl[C:23]1[N:28]([CH3:29])[C:27](=[O:30])[CH:26]=[C:25]([C:31]2[CH:36]=[CH:35][N:34]=[C:33]([Cl:37])[C:32]=2[Cl:38])[N:24]=1. The catalyst is O1CCCC1. The product is [Cl:37][C:33]1[C:32]([Cl:38])=[C:31]([C:25]2[N:24]=[C:23]([N:11]3[CH2:12][CH2:13][O:14][C@@H:9]([C:6]4[CH:5]=[CH:4][C:3]([F:2])=[CH:8][CH:7]=4)[CH2:10]3)[N:28]([CH3:29])[C:27](=[O:30])[CH:26]=2)[CH:36]=[CH:35][N:34]=1. The yield is 0.690. (7) The reactants are [NH2:1][C:2]1[CH:10]=[CH:9][C:8]([CH3:11])=[CH:7][C:3]=1[C:4]([OH:6])=[O:5].Cl[C:13]([O:15][C:16]1[CH:21]=[CH:20][CH:19]=[CH:18][CH:17]=1)=O. The catalyst is N1C=CC=CC=1. The product is [CH3:11][C:8]1[CH:9]=[CH:10][C:2]2[N:1]=[C:13]([O:15][C:16]3[CH:21]=[CH:20][CH:19]=[CH:18][CH:17]=3)[O:5][C:4](=[O:6])[C:3]=2[CH:7]=1. The yield is 0.410. (8) The reactants are [NH2:1][C:2]1[C:7]2=[C:8](C3C=CC4C(C=3)=NN(CC3C=CC=CC=3)C=4)[CH:9]=[C:10]([CH:11]3[CH2:16][CH2:15][N:14]([C:17]([O:19][C:20]([CH3:23])([CH3:22])[CH3:21])=[O:18])[CH2:13][CH2:12]3)[N:6]2[N:5]=[CH:4][N:3]=1.FC(F)(F)C(O)=O.C([O-])(O)=O.[Na+]. The catalyst is ClCCl. The product is [NH2:1][C:2]1[C:7]2=[CH:8][CH:9]=[C:10]([C:11]3[CH2:16][CH2:15][N:14]([C:17]([O:19][C:20]([CH3:23])([CH3:22])[CH3:21])=[O:18])[CH2:13][CH:12]=3)[N:6]2[N:5]=[CH:4][N:3]=1. The yield is 1.00.